This data is from NCI-60 drug combinations with 297,098 pairs across 59 cell lines. The task is: Regression. Given two drug SMILES strings and cell line genomic features, predict the synergy score measuring deviation from expected non-interaction effect. (1) Drug 1: C1=NC2=C(N=C(N=C2N1C3C(C(C(O3)CO)O)O)F)N. Drug 2: CNC(=O)C1=NC=CC(=C1)OC2=CC=C(C=C2)NC(=O)NC3=CC(=C(C=C3)Cl)C(F)(F)F. Cell line: TK-10. Synergy scores: CSS=-0.992, Synergy_ZIP=1.71, Synergy_Bliss=2.58, Synergy_Loewe=-7.76, Synergy_HSA=-2.35. (2) Drug 1: CN(C(=O)NC(C=O)C(C(C(CO)O)O)O)N=O. Drug 2: CC1C(C(CC(O1)OC2CC(CC3=C2C(=C4C(=C3O)C(=O)C5=CC=CC=C5C4=O)O)(C(=O)C)O)N)O. Cell line: SK-OV-3. Synergy scores: CSS=27.7, Synergy_ZIP=-2.12, Synergy_Bliss=-4.32, Synergy_Loewe=-26.6, Synergy_HSA=-3.92. (3) Drug 1: C1CCC(C1)C(CC#N)N2C=C(C=N2)C3=C4C=CNC4=NC=N3. Drug 2: CS(=O)(=O)CCNCC1=CC=C(O1)C2=CC3=C(C=C2)N=CN=C3NC4=CC(=C(C=C4)OCC5=CC(=CC=C5)F)Cl. Cell line: OVCAR3. Synergy scores: CSS=-2.13, Synergy_ZIP=0.478, Synergy_Bliss=-2.66, Synergy_Loewe=-12.8, Synergy_HSA=-7.21. (4) Drug 1: CC1=C2C(C(=O)C3(C(CC4C(C3C(C(C2(C)C)(CC1OC(=O)C(C(C5=CC=CC=C5)NC(=O)OC(C)(C)C)O)O)OC(=O)C6=CC=CC=C6)(CO4)OC(=O)C)OC)C)OC. Drug 2: C1=NC(=NC(=O)N1C2C(C(C(O2)CO)O)O)N. Cell line: 786-0. Synergy scores: CSS=63.9, Synergy_ZIP=14.0, Synergy_Bliss=14.6, Synergy_Loewe=-9.61, Synergy_HSA=14.8. (5) Drug 1: C1=CC(=CC=C1CCC2=CNC3=C2C(=O)NC(=N3)N)C(=O)NC(CCC(=O)O)C(=O)O. Drug 2: CN1C2=C(C=C(C=C2)N(CCCl)CCCl)N=C1CCCC(=O)O.Cl. Cell line: A549. Synergy scores: CSS=29.5, Synergy_ZIP=-9.51, Synergy_Bliss=-3.94, Synergy_Loewe=-54.9, Synergy_HSA=-4.36. (6) Drug 1: CS(=O)(=O)C1=CC(=C(C=C1)C(=O)NC2=CC(=C(C=C2)Cl)C3=CC=CC=N3)Cl. Drug 2: CC12CCC3C(C1CCC2=O)CC(=C)C4=CC(=O)C=CC34C. Cell line: HL-60(TB). Synergy scores: CSS=44.6, Synergy_ZIP=0.471, Synergy_Bliss=2.63, Synergy_Loewe=-9.54, Synergy_HSA=-0.627.